Dataset: Catalyst prediction with 721,799 reactions and 888 catalyst types from USPTO. Task: Predict which catalyst facilitates the given reaction. (1) Reactant: [Br:1][C:2]1[S:6][C:5]([S:7](Cl)(=[O:9])=[O:8])=[CH:4][CH:3]=1.[CH3:11][NH:12][CH3:13].C(=O)(O)[O-].[Na+]. Product: [Br:1][C:2]1[S:6][C:5]([S:7]([N:12]([CH3:13])[CH3:11])(=[O:9])=[O:8])=[CH:4][CH:3]=1. The catalyst class is: 448. (2) Reactant: [Si]([O:8][C@H:9]([C@H:20]([CH3:29])/[CH:21]=[CH:22]/[C:23]1[CH:28]=[CH:27][CH:26]=[CH:25][CH:24]=1)[CH2:10]/[CH:11]=[CH:12]/[C:13]([O:15]C(C)(C)C)=[O:14])(C(C)(C)C)(C)C. Product: [OH:8][C@H:9]([C@H:20]([CH3:29])/[CH:21]=[CH:22]/[C:23]1[CH:24]=[CH:25][CH:26]=[CH:27][CH:28]=1)[CH2:10]/[CH:11]=[CH:12]/[C:13]([OH:15])=[O:14]. The catalyst class is: 557. (3) Reactant: [Br-].[N:2]([CH2:5][CH2:6][CH2:7][P+](C1C=CC=CC=1)(C1C=CC=CC=1)C1C=CC=CC=1)=[N+:3]=[N-:4].[Li+].C[Si]([N-][Si](C)(C)C)(C)C.[C:37]([O:41][C:42](=[O:60])[NH:43][CH2:44][CH2:45][CH2:46][O:47][C:48]1[C:57]2[CH2:56][CH2:55][CH2:54][CH2:53][C:52]=2[C:51]([CH:58]=O)=[CH:50][CH:49]=1)([CH3:40])([CH3:39])[CH3:38].O. Product: [C:37]([O:41][C:42](=[O:60])[NH:43][CH2:44][CH2:45][CH2:46][O:47][C:48]1[C:57]2[CH2:56][CH2:55][CH2:54][CH2:53][C:52]=2[C:51]([CH:58]=[CH:7][CH2:6][CH2:5][N:2]=[N+:3]=[N-:4])=[CH:50][CH:49]=1)([CH3:40])([CH3:39])[CH3:38]. The catalyst class is: 1.